From a dataset of Full USPTO retrosynthesis dataset with 1.9M reactions from patents (1976-2016). Predict the reactants needed to synthesize the given product. (1) Given the product [C:13]1(=[O:17])[C:14]2[C:9](=[CH:7][C:5]3[C:4]([CH:15]=2)=[CH:3][CH:2]=[CH:1][CH:6]=3)[C:10](=[O:18])[CH:11]=[CH:12]1, predict the reactants needed to synthesize it. The reactants are: [CH:1]1[CH:2]=[CH:3][C:4]2[C:15](=O)[C:14]3[C:9](=[C:10]([OH:18])[CH:11]=[CH:12][C:13]=3[OH:17])[C:7](=O)[C:5]=2[CH:6]=1.[BH4-].[Na+]. (2) Given the product [Br:9][CH2:1][C:2]1[S:3][CH:4]=[C:5]([C:7]#[N:8])[N:6]=1, predict the reactants needed to synthesize it. The reactants are: [CH3:1][C:2]1[S:3][CH:4]=[C:5]([C:7]#[N:8])[N:6]=1.[Br:9]N1C(=O)CCC1=O.C(OOC(=O)C1C=CC=CC=1)(=O)C1C=CC=CC=1. (3) Given the product [C:4]([O:3][C:1]([NH:8][C:9]1[CH:10]=[C:11]2[C:12](=[CH:13][CH:14]=1)[NH:15][C:22]([CH3:24])([CH3:23])[CH:21]=[C:19]2[CH3:20])=[O:2])([CH3:7])([CH3:6])[CH3:5], predict the reactants needed to synthesize it. The reactants are: [C:1]([NH:8][C:9]1[CH:14]=[CH:13][C:12]([NH2:15])=[CH:11][CH:10]=1)([O:3][C:4]([CH3:7])([CH3:6])[CH3:5])=[O:2].II.O=[C:19]([CH:21]=[C:22]([CH3:24])[CH3:23])[CH3:20]. (4) Given the product [C:1]([O:5][C:6]([NH:8][C:9]1[CH:10]=[C:11]([NH:15][CH:16]2[CH2:17][CH2:18][N:19]([CH2:39][CH:28]([C:22]3[CH:27]=[CH:26][CH:25]=[CH:24][CH:23]=3)[C:29]([O:31][CH2:32][C:33]3[CH:34]=[CH:35][CH:36]=[CH:37][CH:38]=3)=[O:30])[CH2:20][CH2:21]2)[CH:12]=[CH:13][CH:14]=1)=[O:7])([CH3:4])([CH3:2])[CH3:3], predict the reactants needed to synthesize it. The reactants are: [C:1]([O:5][C:6]([NH:8][C:9]1[CH:10]=[C:11]([NH:15][CH:16]2[CH2:21][CH2:20][NH:19][CH2:18][CH2:17]2)[CH:12]=[CH:13][CH:14]=1)=[O:7])([CH3:4])([CH3:3])[CH3:2].[C:22]1([C:28](=[CH2:39])[C:29]([O:31][CH2:32][C:33]2[CH:38]=[CH:37][CH:36]=[CH:35][CH:34]=2)=[O:30])[CH:27]=[CH:26][CH:25]=[CH:24][CH:23]=1. (5) Given the product [CH3:1][C:2]1[C:3]([CH:9]=[O:10])=[N:4][CH:5]=[C:6]([CH3:8])[CH:7]=1, predict the reactants needed to synthesize it. The reactants are: [CH3:1][C:2]1[C:3]([CH2:9][OH:10])=[N:4][CH:5]=[C:6]([CH3:8])[CH:7]=1.